The task is: Predict the product of the given reaction.. This data is from Forward reaction prediction with 1.9M reactions from USPTO patents (1976-2016). (1) Given the reactants C[O:2][C:3](=O)[C:4]1[CH:13]=[CH:12][C:7]([C:8]([O:10]C)=[O:9])=[CH:6][C:5]=1[NH2:14].[N:16]([O-])=O.[Na+].S([O-])([O-])=O.[Na+].[Na+].[OH-].[Na+], predict the reaction product. The product is: [OH:2][C:3]1[C:4]2[C:5](=[CH:6][C:7]([C:8]([OH:10])=[O:9])=[CH:12][CH:13]=2)[NH:14][N:16]=1. (2) The product is: [I-:16].[CH3:1][NH+:2]1[CH:6]=[CH:5][N:4]([CH2:15][CH2:14][C:13]([F:17])([F:18])[C:12]([F:19])([F:20])[C:11]([F:21])([F:22])[C:10]([F:23])([F:24])[C:9]([F:26])([F:25])[C:8]([F:28])([F:27])[F:7])[CH2:3]1. Given the reactants [CH3:1][N:2]1[CH:6]=[CH:5][N:4]=[CH:3]1.[F:7][C:8]([F:28])([F:27])[C:9]([F:26])([F:25])[C:10]([F:24])([F:23])[C:11]([F:22])([F:21])[C:12]([F:20])([F:19])[C:13]([F:18])([F:17])[CH2:14][CH2:15][I:16], predict the reaction product. (3) Given the reactants [CH2:1]([O:5][CH2:6][CH2:7][O:8][C:9]1[CH:14]=[CH:13][C:12]([C:15]2[CH:16]=[CH:17][C:18]3[N:24]([CH2:25][CH:26]([CH3:28])[CH3:27])[CH2:23][CH2:22][C:21]([C:29]([NH:31][C:32]4[CH:37]=[CH:36][C:35]([S:38][CH2:39][C:40]5[N:41]=[N:42][N:43]([CH2:45][CH2:46][CH3:47])[CH:44]=5)=[CH:34][CH:33]=4)=[O:30])=[CH:20][C:19]=3[CH:48]=2)=[CH:11][CH:10]=1)[CH2:2][CH2:3][CH3:4].ClC1C=CC=C(C(OO)=[O:57])C=1.S([O-])([O-])(=O)=S.[Na+].[Na+], predict the reaction product. The product is: [CH2:1]([O:5][CH2:6][CH2:7][O:8][C:9]1[CH:10]=[CH:11][C:12]([C:15]2[CH:16]=[CH:17][C:18]3[N:24]([CH2:25][CH:26]([CH3:27])[CH3:28])[CH2:23][CH2:22][C:21]([C:29]([NH:31][C:32]4[CH:33]=[CH:34][C:35]([S:38]([CH2:39][C:40]5[N:41]=[N:42][N:43]([CH2:45][CH2:46][CH3:47])[CH:44]=5)=[O:57])=[CH:36][CH:37]=4)=[O:30])=[CH:20][C:19]=3[CH:48]=2)=[CH:13][CH:14]=1)[CH2:2][CH2:3][CH3:4]. (4) Given the reactants [CH3:1][C:2]1([CH3:9])[NH:6][C:5](=[O:7])[C@@H:4]([CH3:8])[O:3]1.F[B-](F)(F)F.[C:15](=O)([O-])[O-].[Na+].[Na+], predict the reaction product. The product is: [CH3:15][O:7][C:5]1[C@@H:4]([CH3:8])[O:3][C:2]([CH3:9])([CH3:1])[N:6]=1. (5) The product is: [S:1]1[C:9]2[CH:8]=[CH:7][N:6]=[CH:5][C:4]=2[N:3]=[C:2]1[NH2:10]. Given the reactants [S:1]1[C:9]2[CH:8]=[CH:7][N:6]=[CH:5][C:4]=2[N:3]=[C:2]1[NH:10]C(=O)C.O.[OH-].[Li+], predict the reaction product.